Dataset: TCR-epitope binding with 47,182 pairs between 192 epitopes and 23,139 TCRs. Task: Binary Classification. Given a T-cell receptor sequence (or CDR3 region) and an epitope sequence, predict whether binding occurs between them. (1) The epitope is YEGNSPFHPL. The TCR CDR3 sequence is CASSQGTSGVMNTEAFF. Result: 0 (the TCR does not bind to the epitope). (2) The epitope is CTELKLSDY. The TCR CDR3 sequence is CASRTGTGSYRQYF. Result: 0 (the TCR does not bind to the epitope).